From a dataset of Full USPTO retrosynthesis dataset with 1.9M reactions from patents (1976-2016). Predict the reactants needed to synthesize the given product. (1) Given the product [O:34]1[C:33]2=[CH:32][CH:36]=[CH:37][C:38]2=[CH:39][C:40]([C:14]2[C:9]([O:8][CH2:1][C:2]3[CH:7]=[CH:6][CH:5]=[CH:4][CH:3]=3)=[C:10]([N:16]3[S:20](=[O:22])(=[O:21])[NH:19][C:18](=[O:23])[CH2:17]3)[CH:11]=[CH:12][CH:13]=2)=[CH:35]1, predict the reactants needed to synthesize it. The reactants are: [CH2:1]([O:8][C:9]1[CH:14]=[C:13](I)[CH:12]=[CH:11][C:10]=1[N:16]1[S:20](=[O:22])(=[O:21])[NH:19][C:18](=[O:23])[CH2:17]1)[C:2]1[CH:7]=[CH:6][CH:5]=[CH:4][CH:3]=1.CC1(C)C(C)(C)OB([C:32]2[C:36]3[CH:37]=[CH:38][CH:39]=[CH:40][C:35]=3[O:34][CH:33]=2)O1.C([O-])([O-])=O.[Cs+].[Cs+]. (2) Given the product [NH:2]([C:6]([C:8]([NH:10][C:11]1[CH:28]=[CH:27][C:14]([O:15][C@@H:16]2[CH2:21][CH2:20][C@H:19]([C:22]([O:24][CH2:25][CH3:26])=[O:23])[CH2:18][CH2:17]2)=[CH:13][C:12]=1[N+:29]([O-:31])=[O:30])=[O:9])=[O:7])[NH2:3], predict the reactants needed to synthesize it. The reactants are: O.[NH2:2][NH2:3].CO[C:6]([C:8]([NH:10][C:11]1[CH:28]=[CH:27][C:14]([O:15][C@@H:16]2[CH2:21][CH2:20][C@H:19]([C:22]([O:24][CH2:25][CH3:26])=[O:23])[CH2:18][CH2:17]2)=[CH:13][C:12]=1[N+:29]([O-:31])=[O:30])=[O:9])=[O:7]. (3) The reactants are: [OH:1][CH:2]([C@@H:14]([NH:19][C:20](=[O:35])[O:21][CH2:22][C:23]1([CH2:28][C:29]2[CH:34]=[CH:33][CH:32]=[CH:31][CH:30]=2)[CH2:27][CH2:26][CH2:25][CH2:24]1)[CH2:15][CH2:16][CH2:17][CH3:18])[C:3](=[O:13])[NH:4][C@@H:5]([C:7]1[CH:12]=[CH:11][CH:10]=[CH:9][CH:8]=1)[CH3:6].OC([C@@H](NC(=O)OCC1(CC2C=CC=CC=2)CCC1)CCCC)C(=O)N[C@@H](C1C=CC=CC=1)C. Given the product [O:13]=[C:3]([NH:4][C@@H:5]([C:7]1[CH:12]=[CH:11][CH:10]=[CH:9][CH:8]=1)[CH3:6])[C:2]([C@@H:14]([NH:19][C:20](=[O:35])[O:21][CH2:22][C:23]1([CH2:28][C:29]2[CH:30]=[CH:31][CH:32]=[CH:33][CH:34]=2)[CH2:24][CH2:25][CH2:26][CH2:27]1)[CH2:15][CH2:16][CH2:17][CH3:18])=[O:1], predict the reactants needed to synthesize it.